This data is from Catalyst prediction with 721,799 reactions and 888 catalyst types from USPTO. The task is: Predict which catalyst facilitates the given reaction. (1) Reactant: [Br:1][C:2]1[CH:3]=[C:4]([CH:27]=[C:28]([N+:30]([O-])=O)[CH:29]=1)[CH2:5][O:6][CH2:7][C:8]1([C:21]2[CH:26]=[CH:25][CH:24]=[CH:23][CH:22]=2)[CH2:13][CH2:12][N:11]([C:14]([O:16][C:17]([CH3:20])([CH3:19])[CH3:18])=[O:15])[CH2:10][CH2:9]1.O.O.[Sn](Cl)Cl.C(=O)(OC(C)(C)C)OC(C)(C)C.[OH-].[Na+]. Product: [NH2:30][C:28]1[CH:27]=[C:4]([CH:3]=[C:2]([Br:1])[CH:29]=1)[CH2:5][O:6][CH2:7][C:8]1([C:21]2[CH:26]=[CH:25][CH:24]=[CH:23][CH:22]=2)[CH2:9][CH2:10][N:11]([C:14]([O:16][C:17]([CH3:19])([CH3:18])[CH3:20])=[O:15])[CH2:12][CH2:13]1. The catalyst class is: 13. (2) Reactant: [NH:1]1[C:5]2[CH:6]=[CH:7][CH:8]=[CH:9][C:4]=2[N:3]=[C:2]1[C:10]1[C:18]2[C:13](=[CH:14][C:15]([C:19](O)=[O:20])=[CH:16][CH:17]=2)[NH:12][N:11]=1.[CH:22]1([NH2:25])[CH2:24][CH2:23]1.CN(C(ON1N=NC2C=CC=NC1=2)=[N+](C)C)C.F[P-](F)(F)(F)(F)F.C(N(CC)CC)C. Product: [NH:1]1[C:5]2[CH:6]=[CH:7][CH:8]=[CH:9][C:4]=2[N:3]=[C:2]1[C:10]1[C:18]2[C:13](=[CH:14][C:15]([C:19]([NH:25][CH:22]3[CH2:24][CH2:23]3)=[O:20])=[CH:16][CH:17]=2)[NH:12][N:11]=1. The catalyst class is: 3. (3) Reactant: Cl[C:2]1[N:3]=[CH:4][C:5]2[N:10]=[N:9][N:8]([C:11]3[CH:16]=[CH:15][C:14]([O:17][CH3:18])=[CH:13][CH:12]=3)[C:6]=2[N:7]=1.[C:19]([O:23][C:24](=[O:31])[NH:25][C@H:26]1[CH2:29][C@@H:28]([NH2:30])[CH2:27]1)([CH3:22])([CH3:21])[CH3:20]. The catalyst class is: 141. Product: [C:19]([O:23][C:24](=[O:31])[NH:25][C@H:26]1[CH2:29][C@@H:28]([NH:30][C:2]2[N:3]=[CH:4][C:5]3[N:10]=[N:9][N:8]([C:11]4[CH:16]=[CH:15][C:14]([O:17][CH3:18])=[CH:13][CH:12]=4)[C:6]=3[N:7]=2)[CH2:27]1)([CH3:22])([CH3:20])[CH3:21]. (4) Reactant: [F:1][C:2]1[CH:11]=[C:10]2[C:5]([C:6](=[O:21])[CH:7]=[C:8]([C:12]([NH:14][CH:15]3[CH2:20][CH2:19][NH:18][CH2:17][CH2:16]3)=[O:13])[O:9]2)=[CH:4][CH:3]=1.[O:22]1[C:26]2[CH:27]=[CH:28][C:29]([CH:31]=O)=[CH:30][C:25]=2[CH:24]=[CH:23]1.[BH-](OC(C)=O)(OC(C)=O)OC(C)=O.[Na+]. The catalyst class is: 1. Product: [O:22]1[C:26]2[CH:27]=[CH:28][C:29]([CH2:31][N:18]3[CH2:19][CH2:20][CH:15]([NH:14][C:12]([C:8]4[O:9][C:10]5[C:5]([C:6](=[O:21])[CH:7]=4)=[CH:4][CH:3]=[C:2]([F:1])[CH:11]=5)=[O:13])[CH2:16][CH2:17]3)=[CH:30][C:25]=2[CH:24]=[CH:23]1. (5) Reactant: [CH:1]1[CH:2]=[CH:3][C:4]2N(O)N=N[C:5]=2[CH:6]=1.C[CH2:12][N:13](C(C)C)C(C)C.CCN=C=NCCCN(C)C.Cl.Cl.[N:33]1([CH:39]=[O:40])[CH2:38][CH2:37][NH:36][CH2:35][CH2:34]1.[C:41]1([C:55]2[CH:60]=[CH:59][CH:58]=[CH:57][CH:56]=2)[CH:46]=[CH:45][C:44]([NH:47][C:48](=[O:54])[CH:49]([F:53])[C:50]([OH:52])=O)=[CH:43][CH:42]=1. Product: [C:41]1([C:55]2[CH:60]=[CH:59][CH:58]=[CH:57][CH:56]=2)[CH:42]=[CH:43][C:44]([NH:47][C:48](=[O:54])[CH:49]([F:53])[C:50]([N:36]2[CH2:37][CH2:38][N:33]([C:39](=[O:40])[C:6]3[CH:1]=[CH:2][CH:3]=[C:4]([C:12]#[N:13])[CH:5]=3)[CH2:34][CH2:35]2)=[O:52])=[CH:45][CH:46]=1. The catalyst class is: 18. (6) Reactant: C[N:2]1[CH2:7][CH2:6][N:5]2[N:8]=[C:9]([N+:11]([O-:13])=[O:12])[CH:10]=[C:4]2[CH2:3]1. Product: [N+:11]([C:9]1[CH:10]=[C:4]2[CH2:3][NH:2][CH2:7][CH2:6][N:5]2[N:8]=1)([O-:13])=[O:12]. The catalyst class is: 12. (7) Reactant: [CH2:1]([O:3][C:4](=[O:25])[C:5]([CH3:24])([O:17][C:18]1[CH:23]=[CH:22][CH:21]=[CH:20][CH:19]=1)[CH2:6][C:7]1[CH:12]=[CH:11][C:10]([OH:13])=[C:9]([CH2:14][CH:15]=[CH2:16])[CH:8]=1)[CH3:2]. Product: [CH2:1]([O:3][C:4](=[O:25])[C:5]([CH3:24])([O:17][C:18]1[CH:23]=[CH:22][CH:21]=[CH:20][CH:19]=1)[CH2:6][C:7]1[CH:12]=[CH:11][C:10]([OH:13])=[C:9]([CH2:14][CH2:15][CH3:16])[CH:8]=1)[CH3:2]. The catalyst class is: 50. (8) Reactant: [CH:1]1([C:6]2[CH:14]=[CH:13][C:9]([C:10]([O-])=[O:11])=[CH:8][C:7]=2[C:15]([F:18])([F:17])[F:16])[CH2:5][CH2:4][CH2:3][CH2:2]1.[Li+].[BH4-].Cl. Product: [CH:1]1([C:6]2[CH:14]=[CH:13][C:9]([CH2:10][OH:11])=[CH:8][C:7]=2[C:15]([F:16])([F:17])[F:18])[CH2:2][CH2:3][CH2:4][CH2:5]1. The catalyst class is: 12. (9) Reactant: [NH:1]1[C:9]2[C:4](=[CH:5][CH:6]=[CH:7][CH:8]=2)[CH:3]=[C:2]1[C:10]([OH:12])=O.CCN=C=NCCCN(C)C.C1C=CC2N(O)N=NC=2C=1.CCN(C(C)C)C(C)C.[NH:43]1[CH2:48][CH2:47][CH:46]([C:49]([O:51][CH2:52][CH3:53])=[O:50])[CH2:45][CH2:44]1. Product: [NH:1]1[C:9]2[C:4](=[CH:5][CH:6]=[CH:7][CH:8]=2)[CH:3]=[C:2]1[C:10]([N:43]1[CH2:48][CH2:47][CH:46]([C:49]([O:51][CH2:52][CH3:53])=[O:50])[CH2:45][CH2:44]1)=[O:12]. The catalyst class is: 299. (10) Reactant: [CH3:1][C@@:2]1([CH2:13][O:14][C:15]2[CH:20]=[CH:19][C:18]([N:21]3[CH2:26][CH2:25][N:24]([C:27](OC(C)(C)C)=[O:28])[CH2:23][CH2:22]3)=[CH:17][CH:16]=2)[O:6][C:5]2=[N:7][C:8]([N+:10]([O-:12])=[O:11])=[CH:9][N:4]2[CH2:3]1.FC(F)(F)C(O)=O.[F:41][C:42]([F:53])([F:52])[O:43][C:44]1[CH:51]=[CH:50][C:47]([CH2:48][NH2:49])=[CH:46][CH:45]=1.C(N1C=CN=C1)(N1C=CN=C1)=O. Product: [F:41][C:42]([F:52])([F:53])[O:43][C:44]1[CH:51]=[CH:50][C:47]([CH2:48][NH:49][C:27]([N:24]2[CH2:25][CH2:26][N:21]([C:18]3[CH:19]=[CH:20][C:15]([O:14][CH2:13][C@:2]4([CH3:1])[O:6][C:5]5=[N:7][C:8]([N+:10]([O-:12])=[O:11])=[CH:9][N:4]5[CH2:3]4)=[CH:16][CH:17]=3)[CH2:22][CH2:23]2)=[O:28])=[CH:46][CH:45]=1. The catalyst class is: 606.